Dataset: Peptide-MHC class II binding affinity with 134,281 pairs from IEDB. Task: Regression. Given a peptide amino acid sequence and an MHC pseudo amino acid sequence, predict their binding affinity value. This is MHC class II binding data. The peptide sequence is TCEICALKPKIIYCN. The MHC is DRB1_1101 with pseudo-sequence DRB1_1101. The binding affinity (normalized) is 0.406.